Dataset: P-glycoprotein inhibition data for predicting drug efflux from Broccatelli et al.. Task: Regression/Classification. Given a drug SMILES string, predict its absorption, distribution, metabolism, or excretion properties. Task type varies by dataset: regression for continuous measurements (e.g., permeability, clearance, half-life) or binary classification for categorical outcomes (e.g., BBB penetration, CYP inhibition). Dataset: pgp_broccatelli. (1) The compound is COc1cc2c(cc1OC)CN(CCNC(=O)c1ccccc1NC(=O)c1ccc(C(C)(C)C)cc1)CC2. The result is 1 (inhibitor). (2) The drug is CC(=O)c1ccccc1OC[C@H](O)CN1CCN(c2ccccc2C)CC1. The result is 1 (inhibitor).